From a dataset of Forward reaction prediction with 1.9M reactions from USPTO patents (1976-2016). Predict the product of the given reaction. (1) Given the reactants [C:1]1([C:7]2[CH:36]=[CH:35][CH:34]=[CH:33][C:8]=2[CH2:9][CH:10]([CH2:14][CH2:15][CH:16]([CH2:20][C:21]2[CH:26]=[CH:25][CH:24]=[CH:23][C:22]=2[C:27]2[CH:32]=[CH:31][CH:30]=[CH:29][CH:28]=2)[C:17](O)=[O:18])[C:11](O)=[O:12])[CH:6]=[CH:5][CH:4]=[CH:3][CH:2]=1.O=S(Cl)[Cl:39].[ClH:41], predict the reaction product. The product is: [C:1]1([C:7]2[CH:36]=[CH:35][CH:34]=[CH:33][C:8]=2[CH2:9][CH:10]([CH2:14][CH2:15][CH:16]([CH2:20][C:21]2[CH:26]=[CH:25][CH:24]=[CH:23][C:22]=2[C:27]2[CH:32]=[CH:31][CH:30]=[CH:29][CH:28]=2)[C:17]([Cl:39])=[O:18])[C:11]([Cl:41])=[O:12])[CH:6]=[CH:5][CH:4]=[CH:3][CH:2]=1. (2) Given the reactants [C:1]([C:5]1[CH:6]=[C:7]([C:15]2[CH:20]=[CH:19][C:18]([C:21]([OH:23])=[O:22])=[C:17]([C:24]([OH:26])=[O:25])[CH:16]=2)[CH:8]=[CH:9][C:10]=1[C:11]([O:13]C)=[O:12])([O:3]C)=[O:2].Cl, predict the reaction product. The product is: [C:7]1([C:15]2[CH:20]=[CH:19][C:18]([C:21]([OH:23])=[O:22])=[C:17]([C:24]([OH:26])=[O:25])[CH:16]=2)[CH:8]=[CH:9][C:10]([C:11]([OH:13])=[O:12])=[C:5]([C:1]([OH:3])=[O:2])[CH:6]=1. (3) Given the reactants [CH3:1][N:2]1[CH2:7][CH2:6][N:5]([CH2:8][C:9]2[CH:14]=[CH:13][CH:12]=[CH:11][C:10]=2[C:15](=[O:17])[CH3:16])[CH2:4][CH2:3]1.C([O:22][C:23](=[O:34])/[CH:24]=[CH:25]/[C:26]1[CH:31]=[CH:30][C:29]([CH:32]=O)=[CH:28][N:27]=1)(C)(C)C.[OH-].[K+], predict the reaction product. The product is: [CH3:1][N:2]1[CH2:7][CH2:6][N:5]([CH2:8][C:9]2[CH:14]=[CH:13][CH:12]=[CH:11][C:10]=2[C:15](=[O:17])/[CH:16]=[CH:32]/[C:29]2[CH:30]=[CH:31][C:26](/[CH:25]=[CH:24]/[C:23]([OH:34])=[O:22])=[N:27][CH:28]=2)[CH2:4][CH2:3]1. (4) The product is: [Cl:45][C:44]1[CH:43]=[CH:42][C:25]([O:26][C:27]2[CH:28]=[CH:29][C:30]3[N:31]([CH:33]=[C:34]([NH:36][C:37]([CH:39]4[CH2:41][CH2:40]4)=[O:38])[N:35]=3)[N:32]=2)=[CH:24][C:23]=1[NH:22][C:8]([C:4]1[S:3][C:2]([CH3:1])=[N:6][C:5]=1[CH3:7])=[O:10]. Given the reactants [CH3:1][C:2]1[S:3][C:4]([C:8]([OH:10])=O)=[C:5]([CH3:7])[N:6]=1.CN(C)C=O.C(Cl)(=O)C(Cl)=O.[NH2:22][C:23]1[CH:24]=[C:25]([CH:42]=[CH:43][C:44]=1[Cl:45])[O:26][C:27]1[CH:28]=[CH:29][C:30]2[N:31]([CH:33]=[C:34]([NH:36][C:37]([CH:39]3[CH2:41][CH2:40]3)=[O:38])[N:35]=2)[N:32]=1, predict the reaction product. (5) Given the reactants [CH2:1]([N:3](CC)CC)[CH3:2].ClC(OCC)=O.[OH:14][C@@H:15]([CH2:35][CH2:36][CH2:37][CH2:38][CH3:39])[CH2:16][CH2:17][C@@H:18]([O:27][CH2:28][CH:29]1[CH2:33][CH2:32][C:31](=[O:34])[NH:30]1)[C:19]1[S:23][C:22]([C:24]([OH:26])=O)=[CH:21][CH:20]=1.C(N)C, predict the reaction product. The product is: [CH2:1]([NH:3][C:24]([C:22]1[S:23][C:19]([C@H:18]([O:27][CH2:28][CH:29]2[CH2:33][CH2:32][C:31](=[O:34])[NH:30]2)[CH2:17][CH2:16][C@@H:15]([OH:14])[CH2:35][CH2:36][CH2:37][CH2:38][CH3:39])=[CH:20][CH:21]=1)=[O:26])[CH3:2]. (6) Given the reactants [CH:1]1([NH2:4])[CH2:3][CH2:2]1.C(N(CC)C(C)C)(C)C.[F:14][C:15]1[CH:20]=[CH:19][C:18]([N+:21]([O-:23])=[O:22])=[CH:17][C:16]=1[S:24](Cl)(=[O:26])=[O:25], predict the reaction product. The product is: [CH:1]1([NH:4][S:24]([C:16]2[CH:17]=[C:18]([N+:21]([O-:23])=[O:22])[CH:19]=[CH:20][C:15]=2[F:14])(=[O:26])=[O:25])[CH2:3][CH2:2]1. (7) Given the reactants C([O:3][P:4]([CH2:9][CH2:10][N:11]([S:37]([CH3:40])(=[O:39])=[O:38])[CH2:12][C:13]([CH3:36])=[CH:14][CH2:15][C:16]1[C:17]([O:29]CC[Si](C)(C)C)=[C:18]2[C:22](=[C:23]([CH3:27])[C:24]=1[O:25][CH3:26])[CH2:21][O:20][C:19]2=[O:28])(=[O:8])[O:5]CC)C.C[Si](Br)(C)C.N1C(C)=CC=CC=1C.Cl, predict the reaction product. The product is: [OH:29][C:17]1[C:16]([CH2:15][CH:14]=[C:13]([CH3:36])[CH2:12][N:11]([S:37]([CH3:40])(=[O:38])=[O:39])[CH2:10][CH2:9][P:4](=[O:3])([OH:8])[OH:5])=[C:24]([O:25][CH3:26])[C:23]([CH3:27])=[C:22]2[C:18]=1[C:19](=[O:28])[O:20][CH2:21]2. (8) The product is: [CH3:24][C:23]([C:20]1[CH:21]=[CH:22][C:17]([C:14]([O:13][CH:7]=[CH2:8])([CH3:16])[CH3:15])=[CH:18][CH:19]=1)([O:25][CH:26]=[CH2:27])[CH3:28]. Given the reactants C(=O)([O-])[O-].[Na+].[Na+].[C:7](OC=C)(=O)[CH3:8].[OH:13][C:14]([C:17]1[CH:22]=[CH:21][C:20]([C:23]([CH3:28])([O:25][CH:26]=[CH2:27])[CH3:24])=[CH:19][CH:18]=1)([CH3:16])[CH3:15], predict the reaction product.